Dataset: Forward reaction prediction with 1.9M reactions from USPTO patents (1976-2016). Task: Predict the product of the given reaction. (1) Given the reactants [Cl:1][C:2]1[N:3]=[C:4]([NH:18][CH2:19][CH2:20][CH3:21])[C:5]2[N:6]=[C:7]([NH:16][CH3:17])[N:8]=[C:9]([NH:12][CH2:13][CH2:14][CH3:15])[C:10]=2[N:11]=1.[Cl:22][C:23]1[C:24]([CH3:31])=[C:25]([CH:28]=[CH:29][CH:30]=1)[CH2:26][NH2:27].C([O-])(O)=O.[Na+], predict the reaction product. The product is: [ClH:1].[Cl:22][C:23]1[C:24]([CH3:31])=[C:25]([CH:28]=[CH:29][CH:30]=1)[CH2:26][NH:27][C:2]1[N:3]=[C:4]([NH:18][CH2:19][CH2:20][CH3:21])[C:5]2[N:6]=[C:7]([NH:16][CH3:17])[N:8]=[C:9]([NH:12][CH2:13][CH2:14][CH3:15])[C:10]=2[N:11]=1. (2) Given the reactants [NH:1]1[CH2:6][CH2:5][CH2:4][C@@H:3]([NH:7]C(=O)OC(C)(C)C)[CH2:2]1.[F:15][CH2:16][C:17](=O)[CH2:18][F:19].[Na].[Cl:22]CCl, predict the reaction product. The product is: [ClH:22].[F:15][CH2:16][CH:17]([N:1]1[CH2:6][CH2:5][CH2:4][C@@H:3]([NH2:7])[CH2:2]1)[CH2:18][F:19]. (3) Given the reactants COC(C1C=C(NS(C2C=CC(C)=CC=2)(=O)=O)C2C(=C(OCC3C=CC=CC=3)C=CC=2)N=1)=O.[CH3:34][O:35][C:36]([C:38]1[CH:47]=[C:46]([O:48]CC2C=CC=CC=2)[C:45]2[C:40](=[C:41]([N+:64]([O-])=O)[CH:42]=[C:43]([C:56]#[C:57][C:58]3[CH:63]=[CH:62][CH:61]=[CH:60][CH:59]=3)[CH:44]=2)[N:39]=1)=[O:37], predict the reaction product. The product is: [CH3:34][O:35][C:36]([C:38]1[CH:47]=[C:46]([OH:48])[C:45]2[C:40](=[C:41]([NH2:64])[CH:42]=[C:43]([CH2:56][CH2:57][C:58]3[CH:59]=[CH:60][CH:61]=[CH:62][CH:63]=3)[CH:44]=2)[N:39]=1)=[O:37]. (4) Given the reactants Cl.[CH:2]([CH:15]1[C:20](=[O:21])[CH2:19][CH2:18][NH:17][CH2:16]1)([C:9]1[CH:14]=[CH:13][CH:12]=[CH:11][CH:10]=1)[C:3]1[CH:8]=[CH:7][CH:6]=[CH:5][CH:4]=1.[N-:22]=[C:23]=[S:24].[K+], predict the reaction product. The product is: [CH:2]([CH:15]1[C:20](=[O:21])[CH2:19][CH2:18][N:17]([C:23](=[S:24])[NH2:22])[CH2:16]1)([C:9]1[CH:14]=[CH:13][CH:12]=[CH:11][CH:10]=1)[C:3]1[CH:4]=[CH:5][CH:6]=[CH:7][CH:8]=1. (5) The product is: [NH2:1][C:4]1[CH:5]=[C:6]([C:11]2[CH:16]=[CH:15][C:14]([C:17]([OH:19])=[O:18])=[CH:13][CH:12]=2)[CH:7]=[CH:8][C:9]=1[OH:10]. Given the reactants [N+:1]([C:4]1[CH:5]=[C:6]([C:11]2[CH:16]=[CH:15][C:14]([C:17]([OH:19])=[O:18])=[CH:13][CH:12]=2)[CH:7]=[CH:8][C:9]=1[OH:10])([O-])=O.OC1C([N+]([O-])=O)=CC=CC=1C1C=CC=C(C(O)=O)C=1, predict the reaction product. (6) Given the reactants Br[C:2]1[CH:3]=[C:4]([CH:7]=[C:8]([CH:10]=[O:11])[CH:9]=1)[C:5]#[N:6].B(F)(F)F.[C:16]([K])([CH3:18])=[CH2:17].C(N(CC)CC)C, predict the reaction product. The product is: [CH:10]([C:8]1[CH:7]=[C:4]([CH:3]=[C:2]([C:16]([CH3:18])=[CH2:17])[CH:9]=1)[C:5]#[N:6])=[O:11]. (7) Given the reactants Cl[C:2]1[CH:3]=[C:4]2[N:11]([CH3:12])[C:10]([CH3:14])([CH3:13])[CH2:9][N:5]2[C:6](=[O:8])[N:7]=1.[Cl:15][C:16]1[CH:17]=[C:18]([CH2:23][OH:24])[CH:19]=[CH:20][C:21]=1[F:22], predict the reaction product. The product is: [Cl:15][C:16]1[CH:17]=[C:18]([CH:19]=[CH:20][C:21]=1[F:22])[CH2:23][O:24][C:2]1[CH:3]=[C:4]2[N:11]([CH3:12])[C:10]([CH3:14])([CH3:13])[CH2:9][N:5]2[C:6](=[O:8])[N:7]=1.